This data is from Reaction yield outcomes from USPTO patents with 853,638 reactions. The task is: Predict the reaction yield, written as a fraction of the theoretical maximum amount of product (1.0 means a 100% yield; for example, 0.34 means a 34% yield). (1) The catalyst is CCCCO. The yield is 0.0820. The reactants are [NH2:1][CH:2]([C:5]1[N:6]([C:16]2[CH:21]=[CH:20][CH:19]=[C:18]([F:22])[CH:17]=2)[C:7](=[O:15])[C:8]2[N:9]([CH:11]=[CH:12][C:13]=2[Cl:14])[CH:10]=1)[CH2:3][CH3:4].Cl[C:24]1[N:32]=[CH:31][N:30]=[C:29]2[C:25]=1[N:26]=[CH:27][NH:28]2. The product is [N:32]1[C:24]([NH:1][CH:2]([C:5]2[N:6]([C:16]3[CH:21]=[CH:20][CH:19]=[C:18]([F:22])[CH:17]=3)[C:7](=[O:15])[C:8]3[N:9]([CH:11]=[CH:12][C:13]=3[Cl:14])[CH:10]=2)[CH2:3][CH3:4])=[C:25]2[C:29]([NH:28][CH:27]=[N:26]2)=[N:30][CH:31]=1. (2) The reactants are C(OC([NH:8][CH:9]1[CH2:15][CH2:14][C:13]2[CH:16]=[CH:17][CH:18]=[CH:19][C:12]=2[CH2:11][C:10]1=[O:20])=O)(C)(C)C.[ClH:21]. The catalyst is C(OCC)C.O1CCOCC1. The product is [ClH:21].[NH2:8][CH:9]1[CH2:15][CH2:14][C:13]2[CH:16]=[CH:17][CH:18]=[CH:19][C:12]=2[CH2:11][C:10]1=[O:20]. The yield is 0.850.